This data is from Human liver microsome stability data. The task is: Regression/Classification. Given a drug SMILES string, predict its absorption, distribution, metabolism, or excretion properties. Task type varies by dataset: regression for continuous measurements (e.g., permeability, clearance, half-life) or binary classification for categorical outcomes (e.g., BBB penetration, CYP inhibition). Dataset: hlm. The compound is N#Cc1cnc(NC(=O)CCCOc2cccc(C(F)(F)F)c2)s1. The result is 0 (unstable in human liver microsomes).